Task: Predict the product of the given reaction.. Dataset: Forward reaction prediction with 1.9M reactions from USPTO patents (1976-2016) (1) Given the reactants [CH2:1]([N:3]1[C:9](=[O:10])[C:8]2[CH:11]=[CH:12][CH:13]=[CH:14][C:7]=2[S:6](=[O:15])[C:5]2[CH:16]=[CH:17][C:18]([C:20]([OH:22])=[O:21])=[CH:19][C:4]1=2)[CH3:2].C([O-])([O-])=O.[K+].[K+].Br[CH2:30][C:31]1[CH:36]=[CH:35][C:34]([O:37][CH3:38])=[CH:33][CH:32]=1, predict the reaction product. The product is: [CH2:1]([N:3]1[C:9](=[O:10])[C:8]2[CH:11]=[CH:12][CH:13]=[CH:14][C:7]=2[S:6](=[O:15])[C:5]2[CH:16]=[CH:17][C:18]([C:20]([O:22][CH2:30][C:31]3[CH:36]=[CH:35][C:34]([O:37][CH3:38])=[CH:33][CH:32]=3)=[O:21])=[CH:19][C:4]1=2)[CH3:2]. (2) Given the reactants F[C:2]1[CH:10]=[CH:9][CH:8]=[CH:7][C:3]=1[C:4]([OH:6])=[O:5].[CH3:11][N-:12][C:13]1[CH:18]=[CH:17][CH:16]=[CH:15][CH:14]=1.[Li+].O.Cl, predict the reaction product. The product is: [CH3:11][N:12]([C:2]1[CH:10]=[CH:9][CH:8]=[CH:7][C:3]=1[C:4]([OH:6])=[O:5])[C:13]1[CH:18]=[CH:17][CH:16]=[CH:15][CH:14]=1. (3) Given the reactants Cl[C:2]1[CH:3]=[C:4]([CH:21]=[C:22]([C:24]#[C:25][C:26]2[CH:30]=[CH:29][N:28]([CH3:31])[N:27]=2)[CH:23]=1)[CH2:5][O:6][C:7]1[CH:12]=[CH:11][CH:10]=[CH:9][C:8]=1[CH2:13][C:14]([O:16][C:17]([CH3:20])([CH3:19])[CH3:18])=[O:15].[C:32]([O:36][C:37]([NH:39][C@@H:40]([C:42]1[C:43]([F:71])=[C:44](C2C=C(O)C=C(COC3C=CC=CC=3CC(OC(C)(C)C)=O)C=2)[CH:45]=[CH:46][CH:47]=1)[CH3:41])=[O:38])([CH3:35])([CH3:34])[CH3:33].COC1C=CC=C(OC)C=1C1C=CC=CC=1P(C1CCCCC1)C1CCCCC1.[O-]P([O-])([O-])=O.[K+].[K+].[K+], predict the reaction product. The product is: [C:32]([O:36][C:37]([NH:39][C@@H:40]([C:42]1[C:43]([F:71])=[C:44]([C:2]2[CH:23]=[C:22]([C:24]#[C:25][C:26]3[CH:30]=[CH:29][N:28]([CH3:31])[N:27]=3)[CH:21]=[C:4]([CH2:5][O:6][C:7]3[CH:12]=[CH:11][CH:10]=[CH:9][C:8]=3[CH2:13][C:14]([O:16][C:17]([CH3:18])([CH3:19])[CH3:20])=[O:15])[CH:3]=2)[CH:45]=[CH:46][CH:47]=1)[CH3:41])=[O:38])([CH3:33])([CH3:34])[CH3:35]. (4) Given the reactants [CH2:1]([N:8]([CH:16]1[CH2:19][CH:18]([C:20](=[O:25])N(OC)C)[CH2:17]1)[C:9](=[O:15])[O:10][C:11]([CH3:14])([CH3:13])[CH3:12])[C:2]1[CH:7]=[CH:6][CH:5]=[CH:4][CH:3]=1.[Br-].O.Cl, predict the reaction product. The product is: [CH2:1]([N:8]([CH:16]1[CH2:19][CH:18]([C:20](=[O:25])[CH2:4][CH2:3][CH:2]=[CH2:1])[CH2:17]1)[C:9](=[O:15])[O:10][C:11]([CH3:12])([CH3:14])[CH3:13])[C:2]1[CH:3]=[CH:4][CH:5]=[CH:6][CH:7]=1.